The task is: Predict the reactants needed to synthesize the given product.. This data is from Full USPTO retrosynthesis dataset with 1.9M reactions from patents (1976-2016). Given the product [C:1]([O:5][C:6]([NH:8][C@H:9]([C:21]([N:79]([CH3:80])[C@H:75]([CH:76]([CH3:78])[CH3:77])/[CH:74]=[C:68](\[CH3:67])/[C:69]([O:71][CH2:72][CH3:73])=[O:70])=[O:23])[C:10]([CH3:20])([CH3:19])[C:11]1[CH:12]=[CH:13][C:14]([O:17][CH3:18])=[CH:15][CH:16]=1)=[O:7])([CH3:2])([CH3:3])[CH3:4], predict the reactants needed to synthesize it. The reactants are: [C:1]([O:5][C:6]([NH:8][C@H:9]([C:21]([OH:23])=O)[C:10]([CH3:20])([CH3:19])[C:11]1[CH:16]=[CH:15][C:14]([O:17][CH3:18])=[CH:13][CH:12]=1)=[O:7])([CH3:4])([CH3:3])[CH3:2].F[P-](F)(F)(F)(F)F.N1(O[P+](N2CCCC2)(N2CCCC2)N2CCCC2)C2C=CC=CC=2N=N1.C(N(C(C)C)CC)(C)C.Cl.[CH3:67]/[C:68](=[CH:74]\[C@@H:75]([NH:79][CH3:80])[CH:76]([CH3:78])[CH3:77])/[C:69]([O:71][CH2:72][CH3:73])=[O:70].